The task is: Predict which catalyst facilitates the given reaction.. This data is from Catalyst prediction with 721,799 reactions and 888 catalyst types from USPTO. (1) Reactant: [CH:1]1([CH2:7][C:8]2[N:12]([C:13]3[CH:18]=[C:17]([C:19]([CH3:22])([CH3:21])[CH3:20])[CH:16]=[C:15]([C:23]([CH3:26])([CH3:25])[CH3:24])[CH:14]=3)[CH:11]=[C:10]([C:27]([O:29]CC)=[O:28])[C:9]=2[CH3:32])[CH2:6][CH2:5][CH2:4][CH2:3][CH2:2]1.[OH-].[Na+].Cl. Product: [CH:1]1([CH2:7][C:8]2[N:12]([C:13]3[CH:18]=[C:17]([C:19]([CH3:22])([CH3:20])[CH3:21])[CH:16]=[C:15]([C:23]([CH3:25])([CH3:24])[CH3:26])[CH:14]=3)[CH:11]=[C:10]([C:27]([OH:29])=[O:28])[C:9]=2[CH3:32])[CH2:2][CH2:3][CH2:4][CH2:5][CH2:6]1. The catalyst class is: 88. (2) Reactant: I[C:2]1[N:3]=[CH:4][N:5]([C:7]([C:20]2[CH:25]=[CH:24][CH:23]=[CH:22][CH:21]=2)([C:14]2[CH:19]=[CH:18][CH:17]=[CH:16][CH:15]=2)[C:8]2[CH:13]=[CH:12][CH:11]=[CH:10][CH:9]=2)[CH:6]=1.C([Mg]Br)C.[CH3:30][C:31]1[CH:38]=[CH:37][CH:36]=[CH:35][C:32]=1[CH:33]=[O:34].C(N1C=C(C=O)N=C1)([C:40]1[CH:45]=[CH:44][CH:43]=[CH:42][CH:41]=1)([C:40]1[CH:45]=[CH:44][CH:43]=[CH:42][CH:41]=1)[C:40]1[CH:45]=[CH:44][CH:43]=[CH:42][CH:41]=1. Product: [C:40]1([C:33]([C:32]2[CH:35]=[CH:36][CH:37]=[CH:38][C:31]=2[CH3:30])([C:6]2[N:5]([C:7]([C:8]3[CH:9]=[CH:10][CH:11]=[CH:12][CH:13]=3)([C:14]3[CH:19]=[CH:18][CH:17]=[CH:16][CH:15]=3)[C:20]3[CH:21]=[CH:22][CH:23]=[CH:24][CH:25]=3)[CH:4]=[N:3][CH:2]=2)[OH:34])[CH:45]=[CH:44][CH:43]=[CH:42][CH:41]=1. The catalyst class is: 4. (3) Reactant: Br[C:2]1[CH:7]=[CH:6][C:5]([N:8]2[CH2:13][CH2:12][CH:11]([OH:14])[CH2:10][CH2:9]2)=[CH:4][CH:3]=1.[CH3:15][Sn:16]([CH3:22])([CH3:21])[Sn:16]([CH3:22])([CH3:21])[CH3:15]. Product: [CH3:15][Sn:16]([CH3:22])([CH3:21])[C:2]1[CH:7]=[CH:6][C:5]([N:8]2[CH2:13][CH2:12][CH:11]([OH:14])[CH2:10][CH2:9]2)=[CH:4][CH:3]=1. The catalyst class is: 109. (4) Reactant: O[CH:2]1[C:11]2[C:6](=[CH:7][CH:8]=[C:9]([N:12]3[C:17](=[O:18])[C:16]([CH2:19][C:20]4[CH:25]=[CH:24][C:23]([C:26]5[CH:31]=[CH:30][CH:29]=[CH:28][C:27]=5[C:32]5[NH:36][C:35](=[O:37])[O:34][N:33]=5)=[CH:22][CH:21]=4)=[C:15]([CH2:38][CH2:39][CH3:40])[N:14]=[C:13]3[CH3:41])[CH:10]=2)[O:5][C:4]([CH3:43])([CH3:42])[CH2:3]1.Cl. Product: [CH3:42][C:4]1([CH3:43])[CH2:3][CH:2]([NH:12][C:17](=[O:18])[CH3:16])[C:11]2[C:6](=[CH:7][CH:8]=[C:9]([N:12]3[C:17](=[O:18])[C:16]([CH2:19][C:20]4[CH:25]=[CH:24][C:23]([C:26]5[CH:31]=[CH:30][CH:29]=[CH:28][C:27]=5[C:32]5[NH:36][C:35](=[O:37])[O:34][N:33]=5)=[CH:22][CH:21]=4)=[C:15]([CH2:38][CH2:39][CH3:40])[N:14]=[C:13]3[CH3:41])[CH:10]=2)[O:5]1. The catalyst class is: 115. (5) Reactant: [N:1]([C:4]1[C:9]([I:10])=[CH:8][C:7]([Cl:11])=[CH:6][C:5]=1[Cl:12])=[N+:2]=[N-:3].[CH3:13][O:14][C:15]1[CH:20]=[CH:19][C:18]([CH2:21][C:22]#[N:23])=[CH:17][CH:16]=1.C[O-].[Na+]. Product: [Cl:12][C:5]1[CH:6]=[C:7]([Cl:11])[CH:8]=[C:9]([I:10])[C:4]=1[N:1]1[C:22]([NH2:23])=[C:21]([C:18]2[CH:19]=[CH:20][C:15]([O:14][CH3:13])=[CH:16][CH:17]=2)[N:3]=[N:2]1. The catalyst class is: 8.